From a dataset of Full USPTO retrosynthesis dataset with 1.9M reactions from patents (1976-2016). Predict the reactants needed to synthesize the given product. (1) The reactants are: [Br:1][C:2]1[C:7]([C:8]([NH2:10])=O)=[CH:6][C:5]([NH:11][C:12]([NH:14][CH2:15][CH2:16][CH3:17])=[O:13])=[N:4][CH:3]=1.COC1C=CC(P2(SP(C3C=CC(OC)=CC=3)(=S)S2)=[S:27])=CC=1. Given the product [Br:1][C:2]1[C:7]([C:8](=[S:27])[NH2:10])=[CH:6][C:5]([NH:11][C:12]([NH:14][CH2:15][CH2:16][CH3:17])=[O:13])=[N:4][CH:3]=1, predict the reactants needed to synthesize it. (2) Given the product [CH2:1]([N:8]1[CH2:13][CH2:12][CH2:11][C@@H:10]([N:14]([CH3:15])[C:17]2[C:18]3[CH:25]=[CH:24][N:23]([S:26]([C:29]4[CH:35]=[CH:34][C:32]([CH3:33])=[CH:31][CH:30]=4)(=[O:28])=[O:27])[C:19]=3[N:20]=[CH:21][N:22]=2)[CH2:9]1)[C:2]1[CH:3]=[CH:4][CH:5]=[CH:6][CH:7]=1, predict the reactants needed to synthesize it. The reactants are: [CH2:1]([N:8]1[CH2:13][CH2:12][CH2:11][C@@H:10]([NH:14][CH3:15])[CH2:9]1)[C:2]1[CH:7]=[CH:6][CH:5]=[CH:4][CH:3]=1.Cl[C:17]1[C:18]2[CH:25]=[CH:24][N:23]([S:26]([C:29]3[CH:35]=[CH:34][C:32]([CH3:33])=[CH:31][CH:30]=3)(=[O:28])=[O:27])[C:19]=2[N:20]=[CH:21][N:22]=1.CCN(C(C)C)C(C)C. (3) Given the product [CH3:11][C:12]1[CH:13]=[CH:14][C:15]([CH2:16][N:17]2[CH2:18][CH2:19][C:20](=[O:23])[CH2:21][CH2:22]2)=[CH:24][CH:25]=1, predict the reactants needed to synthesize it. The reactants are: C(Cl)(=O)C(Cl)=O.CS(C)=O.[CH3:11][C:12]1[CH:25]=[CH:24][C:15]([CH2:16][N:17]2[CH2:22][CH2:21][CH:20]([OH:23])[CH2:19][CH2:18]2)=[CH:14][CH:13]=1.C(N(CC)CC)C.[Cl-].[NH4+]. (4) The reactants are: [F:1][C:2]([F:12])([F:11])[S:3][C:4]1[CH:5]=[C:6]([OH:10])[CH:7]=[CH:8][CH:9]=1.[C:13]1([B:19]([OH:21])O)[CH:18]=[CH:17][CH:16]=[CH:15][CH:14]=1.[C:22](O)(=O)CC.C=O. Given the product [C:13]1([B:19]2[O:21][CH2:22][C:7]3[CH:8]=[CH:9][C:4]([S:3][C:2]([F:11])([F:1])[F:12])=[CH:5][C:6]=3[O:10]2)[CH:18]=[CH:17][CH:16]=[CH:15][CH:14]=1, predict the reactants needed to synthesize it. (5) Given the product [CH:1]1([CH2:4][O:5][C:6]2[N:11]=[C:10]([C:12]([N:24]3[CH2:25][C:26]([F:28])([F:27])[C:22]([F:29])([F:21])[CH2:23]3)=[O:14])[CH:9]=[N:8][C:7]=2[N:15]2[CH2:18][C:17]([F:20])([F:19])[CH2:16]2)[CH2:2][CH2:3]1, predict the reactants needed to synthesize it. The reactants are: [CH:1]1([CH2:4][O:5][C:6]2[N:11]=[C:10]([C:12]([OH:14])=O)[CH:9]=[N:8][C:7]=2[N:15]2[CH2:18][C:17]([F:20])([F:19])[CH2:16]2)[CH2:3][CH2:2]1.[F:21][C:22]1([F:29])[C:26]([F:28])([F:27])[CH2:25][NH:24][CH2:23]1.